This data is from Full USPTO retrosynthesis dataset with 1.9M reactions from patents (1976-2016). The task is: Predict the reactants needed to synthesize the given product. (1) Given the product [Cl:12][C:13]1[C:14]([C:19]([NH:7][C:6]2[CH:8]=[CH:9][C:3]([C:2]([F:10])([F:11])[F:1])=[CH:4][CH:5]=2)=[O:20])=[N:15][CH:16]=[CH:17][CH:18]=1, predict the reactants needed to synthesize it. The reactants are: [F:1][C:2]([F:11])([F:10])[C:3]1[CH:9]=[CH:8][C:6]([NH2:7])=[CH:5][CH:4]=1.[Cl:12][C:13]1[C:14]([C:19](O)=[O:20])=[N:15][CH:16]=[CH:17][CH:18]=1.CCN=C=NCCCN(C)C.Cl.C(=O)(O)[O-].[Na+]. (2) The reactants are: [CH3:1][N:2]1[CH2:27][CH2:26][C:4]2([NH:8][CH:7]([C:9]3[N:14]=[C:13]([CH3:15])[CH:12]=[C:11]([C:16]4[CH:21]=[CH:20][C:19]([C:22]([F:25])([F:24])[F:23])=[CH:18][CH:17]=4)[N:10]=3)[CH2:6][CH2:5]2)[C:3]1=[O:28].[S:29](=[O:33])(=[O:32])([OH:31])[OH:30]. Given the product [S:29](=[O:31])(=[O:30])([OH:33])[OH:32].[CH3:1][N:2]1[CH2:27][CH2:26][C@:4]2([NH:8][C@@H:7]([C:9]3[N:14]=[C:13]([CH3:15])[CH:12]=[C:11]([C:16]4[CH:17]=[CH:18][C:19]([C:22]([F:25])([F:24])[F:23])=[CH:20][CH:21]=4)[N:10]=3)[CH2:6][CH2:5]2)[C:3]1=[O:28], predict the reactants needed to synthesize it. (3) Given the product [NH2:2][C:1]1[C:3]([C:4](=[O:5])[NH2:6])=[C:7]([CH3:8])[S:14][C:13]=1[C:12]([O:16][CH2:17][CH3:18])=[O:15], predict the reactants needed to synthesize it. The reactants are: [C:1](/[C:3](=[C:7](/N(C)C)\[CH3:8])/[C:4]([NH2:6])=[O:5])#[N:2].[C:12]([O:16][CH2:17][CH3:18])(=[O:15])[CH2:13][SH:14].C(=O)([O-])[O-].[K+].[K+].C(O)C. (4) Given the product [F:1][C:2]1[C:10]([F:11])=[CH:9][CH:8]=[CH:7][C:3]=1[C:4]([Cl:14])=[O:5], predict the reactants needed to synthesize it. The reactants are: [F:1][C:2]1[C:10]([F:11])=[CH:9][CH:8]=[CH:7][C:3]=1[C:4](O)=[O:5].S(Cl)([Cl:14])=O.